This data is from Reaction yield outcomes from USPTO patents with 853,638 reactions. The task is: Predict the reaction yield, written as a fraction of the theoretical maximum amount of product (1.0 means a 100% yield; for example, 0.34 means a 34% yield). (1) The reactants are [F:1][C:2]1[CH:3]=[C:4]([CH:15]=[CH:16][CH:17]=1)[CH2:5][O:6][C:7]1[CH:14]=[CH:13][C:10]([CH:11]=O)=[CH:9][CH:8]=1.[C:18]12([NH2:28])[CH2:27][CH:22]3[CH2:23][CH:24]([CH2:26][CH:20]([CH2:21]3)[CH2:19]1)[CH2:25]2. No catalyst specified. The product is [C:18]12([NH:28][CH2:11][C:10]3[CH:13]=[CH:14][C:7]([O:6][CH2:5][C:4]4[CH:15]=[CH:16][CH:17]=[C:2]([F:1])[CH:3]=4)=[CH:8][CH:9]=3)[CH2:25][CH:24]3[CH2:23][CH:22]([CH2:21][CH:20]([CH2:26]3)[CH2:19]1)[CH2:27]2. The yield is 0.690. (2) The reactants are [OH:1][CH2:2][CH:3]([NH:9][C:10](=[O:16])[O:11][C:12]([CH3:15])([CH3:14])[CH3:13])[C:4]1[CH:8]=[CH:7][S:6][CH:5]=1.CCN(CC)CC.[S:24](Cl)([C:27]1[CH:33]=[CH:32][C:30]([CH3:31])=[CH:29][CH:28]=1)(=[O:26])=[O:25].[NH4+].[Cl-]. The catalyst is C(Cl)Cl.CN(C1C=CN=CC=1)C. The product is [CH3:31][C:30]1[CH:32]=[CH:33][C:27]([S:24]([O:1][CH2:2][CH:3]([NH:9][C:10]([O:11][C:12]([CH3:13])([CH3:15])[CH3:14])=[O:16])[C:4]2[CH:8]=[CH:7][S:6][CH:5]=2)(=[O:26])=[O:25])=[CH:28][CH:29]=1. The yield is 0.300. (3) The reactants are [Cl:1][C:2]1[C:11]2[C:6](=[CH:7][CH:8]=[C:9](F)[CH:10]=2)[C:5]([OH:13])=[CH:4][N:3]=1.C([O-])([O-])=O.[K+].[K+].[CH:20]1(CBr)C[CH2:21]1. The catalyst is C(#N)C. The product is [Cl:1][C:2]1[C:11]2[C:6](=[CH:7][CH:8]=[CH:9][CH:10]=2)[C:5]([O:13][CH2:20][CH3:21])=[CH:4][N:3]=1. The yield is 0.550. (4) The reactants are Br[CH2:2][C:3]([C:5]1[CH:10]=[CH:9][C:8]([O:11][CH3:12])=[CH:7][C:6]=1[O:13][CH3:14])=O.[NH2:15][C:16]([NH2:18])=[S:17]. The catalyst is CCO. The product is [CH3:14][O:13][C:6]1[CH:7]=[C:8]([O:11][CH3:12])[CH:9]=[CH:10][C:5]=1[C:3]1[N:15]=[C:16]([NH2:18])[S:17][CH:2]=1. The yield is 0.620. (5) The reactants are [C:1]([N:8]([CH2:10][C:11]([OH:13])=O)[CH3:9])([O:3][C:4]([CH3:7])([CH3:6])[CH3:5])=[O:2].C(N(CC)CC)C.ClC(OCC)=O.[CH3:27][C@@H:28]([NH:37][CH3:38])[C@H:29]([OH:36])[C:30]1[CH:35]=[CH:34][CH:33]=[CH:32][CH:31]=1. The catalyst is C1COCC1. The product is [OH:36][C@H:29]([C:30]1[CH:35]=[CH:34][CH:33]=[CH:32][CH:31]=1)[C@H:28]([N:37]([CH3:38])[C:11](=[O:13])[CH2:10][N:8]([CH3:9])[C:1](=[O:2])[O:3][C:4]([CH3:5])([CH3:6])[CH3:7])[CH3:27]. The yield is 0.412.